From a dataset of Experimentally validated miRNA-target interactions with 360,000+ pairs, plus equal number of negative samples. Binary Classification. Given a miRNA mature sequence and a target amino acid sequence, predict their likelihood of interaction. The miRNA is hsa-miR-5195-3p with sequence AUCCAGUUCUCUGAGGGGGCU. The protein sequence of the target gene is MPQALERADGSWAWVVLLATMVTQGLTLGFPTCIGIFFTELQWEFQASNSETSWFPSILTAVLHMAGPLCSILVGRFGCRVTVMLGGVLASLGMVASSFSHNLSQLYFTAGFITGLGMCFSFQSSITVLGFYFVRRRVLANALASMGVSLGITLWPLLSRYLLENLGWRGTFLVFGGIFLHCCICGAIIRPVATSVAPETKECPPPPPETPALGCLAACGRTIQRHLAFDILRHNTGYCVYILGVMWSVLGFPLPQVFLVPYAMWHSVDEQQAALLISIIGFSNIFLRPLAGLMAGRPAF.... Result: 1 (interaction).